Dataset: Catalyst prediction with 721,799 reactions and 888 catalyst types from USPTO. Task: Predict which catalyst facilitates the given reaction. (1) Reactant: [F:1][C:2]1[CH:7]=[CH:6][CH:5]=[CH:4][C:3]=1[C@H:8]1[C:12]([C:20]2[CH:25]=[CH:24][C:23]([F:26])=[CH:22][CH:21]=2)([C:13]2[CH:18]=[CH:17][C:16]([F:19])=[CH:15][CH:14]=2)[O:11][C:10](=[O:27])[NH:9]1.[H-].[Na+].Br[CH2:31][C:32]([NH2:34])=[O:33].Cl. Product: [F:19][C:16]1[CH:15]=[CH:14][C:13]([C:12]2([C:20]3[CH:25]=[CH:24][C:23]([F:26])=[CH:22][CH:21]=3)[O:11][C:10](=[O:27])[N:9]([CH2:31][C:32]([NH2:34])=[O:33])[C@H:8]2[C:3]2[CH:4]=[CH:5][CH:6]=[CH:7][C:2]=2[F:1])=[CH:18][CH:17]=1. The catalyst class is: 1. (2) Reactant: C(N(CC)CC)C.[Cl:8][C:9]1[CH:17]=[C:16]([Cl:18])[CH:15]=[CH:14][C:10]=1[C:11](Cl)=[O:12].[CH:19]1([CH2:22][C:23]2([CH2:28][NH2:29])[CH2:26][C:25](=[CH2:27])[CH2:24]2)[CH2:21][CH2:20]1. Product: [Cl:8][C:9]1[CH:17]=[C:16]([Cl:18])[CH:15]=[CH:14][C:10]=1[C:11]([NH:29][CH2:28][C:23]1([CH2:22][CH:19]2[CH2:21][CH2:20]2)[CH2:24][C:25](=[CH2:27])[CH2:26]1)=[O:12]. The catalyst class is: 168.